From a dataset of Reaction yield outcomes from USPTO patents with 853,638 reactions. Predict the reaction yield, written as a fraction of the theoretical maximum amount of product (1.0 means a 100% yield; for example, 0.34 means a 34% yield). The reactants are [CH2:1]([O:3][C:4](=[O:22])[NH:5][C:6]([CH3:21])([CH3:20])[CH2:7][CH2:8][N:9]1C(=O)C2C(=CC=CC=2)C1=O)[CH3:2].O.NN. The catalyst is C(O)C. The product is [CH2:1]([O:3][C:4](=[O:22])[NH:5][C:6]([CH3:21])([CH3:20])[CH2:7][CH2:8][NH2:9])[CH3:2]. The yield is 0.880.